From a dataset of Human Reference Interactome with 51,813 positive PPI pairs across 8,248 proteins, plus equal number of experimentally-validated negative pairs. Binary Classification. Given two protein amino acid sequences, predict whether they physically interact or not. (1) Protein 1 (ENSG00000181222) has sequence MHGGGPPSGDSACPLRTIKRVQFGVLSPDELKRMSVTEGGIKYPETTEGGRPKLGGLMDPRQGVIERTGRCQTCAGNMTECPGHFGHIELAKPVFHVGFLVKTMKVLRCVCFFCSKLLVDSNNPKIKDILAKSKGQPKKRLTHVYDLCKGKNICEGGEEMDNKFGVEQPEGDEDLTKEKGHGGCGRYQPRIRRSGLELYAEWKHVNEDSQEKKILLSPERVHEIFKRISDEECFVLGMEPRYARPEWMIVTVLPVPPLSVRPAVVMQGSARNQDDLTHKLADIVKINNQLRRNEQNGAAA.... Protein 2 (ENSG00000204389) has sequence MAKAAAIGIDLGTTYSCVGVFQHGKVEIIANDQGNRTTPSYVAFTDTERLIGDAAKNQVALNPQNTVFDAKRLIGRKFGDPVVQSDMKHWPFQVINDGDKPKVQVSYKGETKAFYPEEISSMVLTKMKEIAEAYLGYPVTNAVITVPAYFNDSQRQATKDAGVIAGLNVLRIINEPTAAAIAYGLDRTGKGERNVLIFDLGGGTFDVSILTIDDGIFEVKATAGDTHLGGEDFDNRLVNHFVEEFKRKHKKDISQNKRAVRRLRTACERAKRTLSSSTQASLEIDSLFEGIDFYTSITRA.... Result: 0 (the proteins do not interact). (2) Result: 0 (the proteins do not interact). Protein 2 (ENSG00000116863) has sequence MAAAAMAAAAGGGAGAARSLSRFRGCLAGALLGDCVGSFYEAHDTVDLTSVLRHVQSLEPDPGTPGSERTEALYYTDDTAMARALVQSLLAKEAFDEVDMAHRFAQEYKKDPDRGYGAGVVTVFKKLLNPKCRDVFEPARAQFNGKGSYGNGGAMRVAGISLAYSSVQDVQKFARLSAQLTHASSLGYNGAILQALAVHLALQGESSSEHFLKQLLGHMEDLEGDAQSVLDARELGMEERPYSSRLKKIGELLDQASVTREEVVSELGNGIAAFESVPTAIYCFLRCMEPDPEIPSAFNS.... Protein 1 (ENSG00000064195) has sequence MSGSFDRKLSSILTDISSSLSCHAGSKDSPTLPESSVTDLGYYSAPQHDYYSGQPYGQTVNPYTYHHQFNLNGLAGTGAYSPKSEYTYGASYRQYGAYREQPLPAQDPVSVKEEPEAEVRMVNGKPKKVRKPRTIYSSYQLAALQRRFQKAQYLALPERAELAAQLGLTQTQVKIWFQNRRSKFKKLYKNGEVPLEHSPNNSDSMACNSPPSPALWDTSSHSTPAPARSQLPPPLPYSASPSYLDDPTNSWYHAQNLSGPHLQQQPPQPATLHHASPGPPPNPGAVY*MVNGKPKKVRKP.... (3) Protein 1 (ENSG00000067177) has sequence MRSRSNSGVRLDGYARLVQQTILCHQNPVTGLLPASYDQKDAWVRDNVYSILAVWGLGLAYRKNADRDEDKAKAYELEQSVVKLMRGLLHCMIRQVDKVESFKYSQSTKDSLHAKYNTKTCATVVGDDQWGHLQLDATSVYLLFLAQMTASGLHIIHSLDEVNFIQNLVFYIEAAYKTADFGIWERGDKTNQGISELNASSVGMAKAALEALDELDLFGVKGGPQSVIHVLADEVQHCQSILNSLLPRASTSKEVDASLLSVVSFPAFAVEDSQLVELTKQEIITKLQGRYGCCRFLRDG.... Protein 2 (ENSG00000167671) has sequence MKKFFQEFKADIKFKSAGPGQKLKESVGEKAHKEKPNQPAPRPPRQGPTNEAQMAAAAALARLEQKQSRAWGPTSQDTIRNQVRKELQAEATVSGSPEAPGTNVVSEPREEGSAHLAVPGVYFTCPLTGATLRKDQRDACIKEAILLHFSTDPVAASIMKIYTFNKDQDRVKLGVDTIAKYLDNIHLHPEEEKYRKIKLQNKVFQERINCLEGTHEFFEAIGFQKVLLPAQDQEDPEEFYVLSETTLAQPQSLERHKEQLLAAEPVRAKLDRQRRVFQPSPLASQFELPGDFFNLTAEEI.... Result: 0 (the proteins do not interact). (4) Protein 1 (ENSG00000100292) has sequence MERPQPDSMPQDLSEALKEATKEVHTQAENAEFMRNFQKGQVTRDGFKLVMASLYHIYVALEEEIERNKESPVFAPVYFPEELHRKAALEQDLAFWYGPRWQEVIPYTPAMQRYVKRLHEVGRTEPELLVAHAYTRYLGDLSGGQVLKKIAQKALDLPSSGEGLAFFTFPNIASATKFKQLYRSRMNSLEMTPAVRQRVIEEAKTAFLLNIQLFEELQELLTHDTKDQSPSRAPGLRQRASNKVQDSAPVETPRGKPPLNTRSQAPLLRWVLTLSFLVATVAVGLYAM*MERPQPDSMPQ.... Protein 2 (ENSG00000170522) has sequence MNMSVLTLQEYEFEKQFNENEAIQWMQENWKKSFLFSALYAAFIFGGRHLMNKRAKFELRKPLVLWSLTLAVFSIFGALRTGAYMVYILMTKGLKQSVCDQGFYNGPVSKFWAYAFVLSKAPELGDTIFIILRKQKLIFLHWYHHITVLLYSWYSYKDMVAGGGWFMTMNYGVHAVMYSYYALRAAGFRVSRKFAMFITLSQITQMLMGCVVNYLVFCWMQHDQCHSHFQNIFWSSLMYLSYLVLFCHFFFEAYIGKMRKTTKAE*MNMSVLTLQEYEFEKQFNENEAIQWMQENWKKSF.... Result: 1 (the proteins interact). (5) Protein 1 (ENSG00000143815) has sequence MPSRKFADGEVVRGRWPGSSLYYEVEILSHDSTSQLYTVKYKDGTELELKENDIKPLTSFRQRKGGSTSSSPSRRRGSRSRSRSRSPGRPPKSARRSASASHQADIKEARREVEVKLTPLILKPFGNSISRYNGEPEHIERNDAPHKNTQEKFSLSQESSYIATQYSLRPRREEVKLKEIDSKEEKYVAKELAVRTFEVTPIRAKDLEFGGVPGVFLIMFGLPVFLFLLLLMCKQKDPSLLNFPPPLPALYELWETRVFGVYLLWFLIQVLFYLLPIGKVVEGTPLIDGRRLKYRLNGFY.... Protein 2 (ENSG00000049449) has sequence MARGGRGRRLGLALGLLLALVLAPRVLRAKPTVRKERVVRPDSELGERPPEDNQSFQYDHEAFLGKEDSKTFDQLTPDESKERLGKIVDRIDNDGDGFVTTEELKTWIKRVQKRYIFDNVAKVWKDYDRDKDDKISWEEYKQATYGYYLGNPAEFHDSSDHHTFKKMLPRDERRFKAADLNGDLTATREEFTAFLHPEEFEHMKEIVVLETLEDIDKNGDGFVDQDEYIADMFSHEENGPEPDWVLSEREQFNEFRDLNKDGKLDKDEIRHWILPQDYDHAQAEARHLVYESDKNKDEKL.... Result: 0 (the proteins do not interact). (6) Protein 1 (ENSG00000125249) has sequence MREYKVVVLGSGGVGKSALTVQFVTGTFIEKYDPTIEDFYRKEIEVDSSPSVLEILDTAGTEQFASMRDLYIKNGQGFILVYSLVNQQSFQDIKPMRDQIIRVKRYEKVPVILVGNKVDLESEREVSSSEGRALAEEWGCPFMETSAKSKTMVDELFAEIVRQMNYAAQPDKDDPCCSACNIQ*MREYKVVVLGSGGVGKSALTVQFVTGTFIEKYDPTIEDFYRKEIEVDSSPSVLEILDTAGTEQFASMRDLYIKNGQGFILVYSLVNQQSFQDIKPMRDQIIRVKRPML*. Protein 2 (ENSG00000115866) has sequence MPSASASRKSQEKPREIMDAAEDYAKERYGISSMIQSQEKPDRVLVRVRDLTIQKADEVVWVRARVHTSRAKGKQCFLVLRQQQFNVQALVAVGDHASKQMVKFAANINKESIVDVEGVVRKVNQKIGSCTQQDVELHVQKIYVISLAEPRLPLQLDDAVRPEAEGEEEGRATVNQDTRLDNRVIDLRTSTSQAVFRLQSGICHLFRETLINKGFVEIQTPKIISAASEGGANVFTVSYFKNNAYLAQSPQLYKQMCICADFEKVFSIGPVFRAEDSNTHRHLTEFVGLDIEMAFNYHYH.... Result: 0 (the proteins do not interact). (7) Result: 0 (the proteins do not interact). Protein 2 (ENSG00000165376) has sequence MASLGLQLVGYILGLLGLLGTLVAMLLPSWKTSSYVGASIVTAVGFSKGLWMECATHSTGITQCDIYSTLLGLPADIQAAQAMMVTSSAISSLACIISVVGMRCTVFCQESRAKDRVAVAGGVFFILGGLLGFIPVAWNLHGILRDFYSPLVPDSMKFEIGEALYLGIISSLFSLIAGIILCFSCSSQRNRSNYYDAYQAQPLATRSSPRPGQPPKVKSEFNSYSLTGYV*. Protein 1 (ENSG00000144451) has sequence MAAQRGMPSSAVRVLEEALGMGLTAAGDARDTADAVAAEGAYYLEQVTITEASEDDYEYEEIPDDNFSIPEGEEDLAKAIQMAQEQATDTEILERKTVLPSKHAVPEVIEDFLCNFLIKMGMTRTLDCFQSEWYELIQKGVTELRTVGNVPDVYTQIMLLENENKNLKKDLKHYKQAADKAREDLLKIQKERDFHRMHHKRIVQEKNKLINDLKGLKLHYASYEPTIRVLHEKHHTLLKEKMLTSLERDKVVGQISGLQETLKKLQRGHSYHGPQIKVDHSREKENAPEGPTQKGLREAR.... (8) Protein 1 (ENSG00000141905) has sequence MYSSPLCLTQDEFHPFIEALLPHVRAFAYTWFNLQARKRKYFKKHEKRMSKDEERAVKDELLGEKPEVKQKWASRLLAKLRKDIRPECREDFVLSITGKKAPGCVLSNPDQKGKMRRIDCLRQADKVWRLDLVMVILFKGIPLESTDGERLVKAAQCGHPVLCVQPHHIGVAVKELDLYLAYFVRERDAEQSGSPRTGMGSDQEDSKPITLDTTDFQESFVTSGVFSVTELIQVSRTPVVTGTGPNFSLGELQGHLAYDLNPASTGLRRTLPSTSSSGSKRHKSGSMEEDVDTSPGGDYY.... Protein 2 (ENSG00000175449) has sequence MNLDGSAQDPEKREYSSVCVGREDDIKKSERMTAVVHDREVVIFYHKGEYHAMDIRCYHSGGPLHLGDIEDFDGRPCIVCPWHKYKITLATGEGLYQSINPKDPSAKPKWCSKGIKQRIHTVTVDNGNIYVTLSNEPFKCDSDFYATGDFKVIKSSS*MLKCFRNCLRPSSLSTLPLQYGILFPKLLACLVHLHFGHFSSAVISVTSFYLSMNLDGSAQDPEKREYSSVCVGREDDIKKSERMTAVVHDREVVIFYHKGEYHAMDIRCYHSGGPLHLGDIEDFDGRPCIVCPWHKYKITL.... Result: 0 (the proteins do not interact). (9) Protein 1 (ENSG00000274611) has sequence MDVVEVAGSWWAQEREDIIMKYEKGHRAGLPEDKGPKPFRSYNNNVDHLGIVHETELPPLTAREAKQIRREISRKSKWVDMLGDWEKYKSSRKLIDRAYKGMPMNIRGPMWSVLLNTEEMKLKNPGRYQIMKEKGKRSSEHIQRIDRDVSGTLRKHIFFRDRYGTKQRELLHILLAYEEYNPEVGYCRDLSHIAALFLLYLPEEDAFWALVQLLASERHSLQGFHSPNGGTVQGLQDQQEHVVATSQPKTMGHQDKKDLCGQCSPLGCLIRILIDGISLGLTLRLWDVYLVEGEQALMPI.... Protein 2 (ENSG00000112773) has sequence MAEGEGYFAMSEDELACSPYIPLGGDFGGGDFGGGDFGGGDFGGGGSFGGHCLDYCESPTAHCNVLNWEQVQRLDGILSETIPIHGRGNFPTLELQPSLIVKVVRRRLAEKRIGVRDVRLNGSAASHVLHQDSGLGYKDLDLIFCADLRGEGEFQTVKDVVLDCLLDFLPEGVNKEKITPLTLKEAYVQKMVKVCNDSDRWSLISLSNNSGKNVELKFVDSLRRQFEFSVDSFQIKLDSLLLFYECSENPMTETFHPTIIGESVYGDFQEAFDHLCNKIIATRNPEEIRGGGLLKYCNLL.... Result: 0 (the proteins do not interact). (10) Protein 2 (ENSG00000187180) has sequence MSCQQNQQQCQPPPKCPPKCTPKCPPKCPPKCPPQCPAPCFPAVSSCCGPSSGSCCGPSSGGCCSSGAGGCSLSHHRPRLFHRRRHQSPDCCESEPSGGSGCCHSSGGCC*. Protein 1 (ENSG00000115380) has sequence MLKALFLTMLTLALVKSQDTEETITYTQCTDGYEWDPVRQQCKDIDECDIVPDACKGGMKCVNHYGGYLCLPKTAQIIVNNEQPQQETQPAEGTSGATTGVVAASSMATSGVLPGGGFVASAAAVAGPEMQTGRNNFVIRRNPADPQRIPSNPSHRIQCAAGYEQSEHNVCQDIDECTAGTHNCRADQVCINLRGSFACQCPPGYQKRGEQCVDIDECTIPPYCHQRCVNTPGSFYCQCSPGFQLAANNYTCVDINECDASNQCAQQCYNILGSFICQCNQGYELSSDRLNCEDIDECRT.... Result: 1 (the proteins interact).